Dataset: Peptide-MHC class I binding affinity with 185,985 pairs from IEDB/IMGT. Task: Regression. Given a peptide amino acid sequence and an MHC pseudo amino acid sequence, predict their binding affinity value. This is MHC class I binding data. The peptide sequence is IISIRPRVTK. The MHC is HLA-A31:01 with pseudo-sequence HLA-A31:01. The binding affinity (normalized) is 0.441.